From a dataset of Reaction yield outcomes from USPTO patents with 853,638 reactions. Predict the reaction yield, written as a fraction of the theoretical maximum amount of product (1.0 means a 100% yield; for example, 0.34 means a 34% yield). (1) The reactants are Br[C:2]1[CH:11]=[C:10]2[C:5]([CH:6]=[CH:7][N:8]([CH2:13][C:14]3[CH:19]=[CH:18][CH:17]=[C:16]([F:20])[CH:15]=3)[C:9]2=[O:12])=[CH:4][CH:3]=1.[C:21]1([CH2:27][C:28]#[CH:29])[CH:26]=[CH:25][CH:24]=[CH:23][CH:22]=1.C(N(CC)CC)C. The catalyst is CN(C)C=O.[Cu]I.C1C=CC([P]([Pd]([P](C2C=CC=CC=2)(C2C=CC=CC=2)C2C=CC=CC=2)([P](C2C=CC=CC=2)(C2C=CC=CC=2)C2C=CC=CC=2)[P](C2C=CC=CC=2)(C2C=CC=CC=2)C2C=CC=CC=2)(C2C=CC=CC=2)C2C=CC=CC=2)=CC=1. The product is [F:20][C:16]1[CH:15]=[C:14]([CH:19]=[CH:18][CH:17]=1)[CH2:13][N:8]1[CH:7]=[CH:6][C:5]2[C:10](=[CH:11][C:2]([C:29]#[C:28][CH2:27][C:21]3[CH:26]=[CH:25][CH:24]=[CH:23][CH:22]=3)=[CH:3][CH:4]=2)[C:9]1=[O:12]. The yield is 0.266. (2) The reactants are [S:1]([O:8]S(C(F)(F)F)(=O)=O)([C:4]([F:7])([F:6])[F:5])(=[O:3])=[O:2].[Si:16]([O:23][CH2:24][C@H:25]1[N:29]([C:30](=[O:53])[C:31]2[CH:36]=[C:35]([O:37][CH3:38])[C:34]([O:39][Si:40]([CH:47]([CH3:49])[CH3:48])([CH:44]([CH3:46])[CH3:45])[CH:41]([CH3:43])[CH3:42])=[CH:33][C:32]=2[N+:50]([O-:52])=[O:51])[CH2:28][C:27](=O)[CH2:26]1)([C:19]([CH3:22])([CH3:21])[CH3:20])([CH3:18])[CH3:17].N1C(C)=CC=CC=1C.CC(C)=O.C(=O)=O. The catalyst is ClCCl.O.O.ClCCl. The product is [F:5][C:4]([F:7])([F:6])[S:1]([O:8][C:27]1[CH2:26][C@@H:25]([CH2:24][O:23][Si:16]([C:19]([CH3:21])([CH3:20])[CH3:22])([CH3:18])[CH3:17])[N:29]([C:30](=[O:53])[C:31]2[CH:36]=[C:35]([O:37][CH3:38])[C:34]([O:39][Si:40]([CH:41]([CH3:43])[CH3:42])([CH:44]([CH3:45])[CH3:46])[CH:47]([CH3:49])[CH3:48])=[CH:33][C:32]=2[N+:50]([O-:52])=[O:51])[CH:28]=1)(=[O:3])=[O:2]. The yield is 0.960. (3) The reactants are [CH3:1][O:2][C:3](=[O:14])[CH2:4][C@@H:5]([NH2:13])[C:6]1[CH:11]=[CH:10][C:9]([Br:12])=[CH:8][CH:7]=1.[CH3:15][C:16]([O:19][C:20](O[C:20]([O:19][C:16]([CH3:18])([CH3:17])[CH3:15])=[O:21])=[O:21])([CH3:18])[CH3:17].C([O-])(O)=O.[Na+]. The catalyst is C1COCC1. The product is [Br:12][C:9]1[CH:10]=[CH:11][C:6]([C@H:5]([NH:13][C:20]([O:19][C:16]([CH3:18])([CH3:17])[CH3:15])=[O:21])[CH2:4][C:3]([O:2][CH3:1])=[O:14])=[CH:7][CH:8]=1. The yield is 0.940. (4) The yield is 0.670. The product is [Cl:1][C:2]1[CH:10]=[C:9]2[C:5](=[CH:4][CH:3]=1)[C:6](=[O:15])[CH2:7][C:8]2([CH3:12])[CH3:11]. The reactants are [Cl:1][C:2]1[CH:10]=[C:9]2[C:5]([CH2:6][CH2:7][C:8]2([CH3:12])[CH3:11])=[CH:4][CH:3]=1.CC(C)=[O:15].S([O-])([O-])(=O)=O.[Mg+2].[Mn]([O-])(=O)(=O)=O.[K+]. The catalyst is O. (5) The reactants are [Br:1][C:2]1[N:7]=[C:6]([C@@:8]([NH:18][S@@](C(C)(C)C)=O)([C@@H:10]([F:17])[C@@H:11]([OH:16])[C:12]([F:15])([F:14])[F:13])[CH3:9])[C:5]([F:25])=[CH:4][CH:3]=1.Cl.C([O-])(O)=O.[Na+].[OH-].[Na+]. The catalyst is O1CCCC1.CO. The product is [NH2:18][C@@:8]([C:6]1[C:5]([F:25])=[CH:4][CH:3]=[C:2]([Br:1])[N:7]=1)([CH3:9])[C@@H:10]([F:17])[C@@H:11]([OH:16])[C:12]([F:14])([F:13])[F:15]. The yield is 0.712. (6) The reactants are [CH2:1]([S:3]([N:6]1[CH2:11][CH2:10][CH:9]([C:12]2[C:20]3[C:15](=[C:16]([C:30]([NH2:32])=[O:31])[CH:17]=[C:18](B4OC(C)(C)C(C)(C)O4)[CH:19]=3)[NH:14][CH:13]=2)[CH2:8][CH2:7]1)(=[O:5])=[O:4])[CH3:2].C(=O)([O-])[O-].[Na+].[Na+].Br[C:40]1[CH:41]=[N:42][N:43]([CH2:45][CH2:46][Cl:47])[CH:44]=1. The catalyst is O1CCOCC1.O.CCOC(C)=O.C1C=CC([P]([Pd]([P](C2C=CC=CC=2)(C2C=CC=CC=2)C2C=CC=CC=2)([P](C2C=CC=CC=2)(C2C=CC=CC=2)C2C=CC=CC=2)[P](C2C=CC=CC=2)(C2C=CC=CC=2)C2C=CC=CC=2)(C2C=CC=CC=2)C2C=CC=CC=2)=CC=1. The product is [Cl:47][CH2:46][CH2:45][N:43]1[CH:44]=[C:40]([C:18]2[CH:19]=[C:20]3[C:15](=[C:16]([C:30]([NH2:32])=[O:31])[CH:17]=2)[NH:14][CH:13]=[C:12]3[CH:9]2[CH2:10][CH2:11][N:6]([S:3]([CH2:1][CH3:2])(=[O:5])=[O:4])[CH2:7][CH2:8]2)[CH:41]=[N:42]1. The yield is 0.240. (7) The reactants are [C:1]1([C:17]2[CH:22]=[CH:21][CH:20]=[CH:19][CH:18]=2)[CH:6]=[CH:5][C:4]([O:7][CH2:8][C:9]2[CH:16]=[CH:15][C:12]([C:13]#[N:14])=[CH:11][CH:10]=2)=[CH:3][CH:2]=1.[N-:23]=[N+:24]=[N-:25].[Na+].[Cl-].[NH4+].O. The catalyst is CN(C)C=O. The product is [C:1]1([C:17]2[CH:18]=[CH:19][CH:20]=[CH:21][CH:22]=2)[CH:2]=[CH:3][C:4]([O:7][CH2:8][C:9]2[CH:16]=[CH:15][C:12]([C:13]3[NH:25][N:24]=[N:23][N:14]=3)=[CH:11][CH:10]=2)=[CH:5][CH:6]=1. The yield is 0.890.